This data is from Peptide-MHC class I binding affinity with 185,985 pairs from IEDB/IMGT. The task is: Regression. Given a peptide amino acid sequence and an MHC pseudo amino acid sequence, predict their binding affinity value. This is MHC class I binding data. (1) The peptide sequence is GTDPYRPSF. The MHC is HLA-A30:02 with pseudo-sequence HLA-A30:02. The binding affinity (normalized) is 0.208. (2) The peptide sequence is QSKNSKFKNF. The MHC is Mamu-A02 with pseudo-sequence Mamu-A02. The binding affinity (normalized) is 0. (3) The peptide sequence is EFKEFAAGR. The MHC is HLA-A68:01 with pseudo-sequence HLA-A68:01. The binding affinity (normalized) is 0.410. (4) The peptide sequence is KSRCGSLGY. The MHC is HLA-B07:02 with pseudo-sequence HLA-B07:02. The binding affinity (normalized) is 0.0847. (5) The MHC is HLA-A69:01 with pseudo-sequence HLA-A69:01. The peptide sequence is MLTNASGHA. The binding affinity (normalized) is 0.0847. (6) The peptide sequence is NTYLFNILYK. The MHC is HLA-A31:01 with pseudo-sequence HLA-A31:01. The binding affinity (normalized) is 0.470. (7) The peptide sequence is RLATVGYPK. The MHC is HLA-B15:01 with pseudo-sequence HLA-B15:01. The binding affinity (normalized) is 0.213. (8) The peptide sequence is NLTEEMAAL. The MHC is HLA-B15:17 with pseudo-sequence HLA-B15:17. The binding affinity (normalized) is 0.0847. (9) The peptide sequence is TPKQKRKMA. The MHC is HLA-B53:01 with pseudo-sequence HLA-B53:01. The binding affinity (normalized) is 0.